The task is: Predict the reactants needed to synthesize the given product.. This data is from Full USPTO retrosynthesis dataset with 1.9M reactions from patents (1976-2016). Given the product [CH3:50][O:51][CH2:29][CH2:28][CH2:30][O:8][C:7](=[O:9])[C:6]1[CH:10]=[CH:11][C:3]([CH:1]=[O:2])=[C:4]([O:12][CH2:17][CH2:16][CH2:15][O:14][CH3:13])[CH:5]=1, predict the reactants needed to synthesize it. The reactants are: [CH:1]([C:3]1[CH:11]=[CH:10][C:6]([C:7]([OH:9])=[O:8])=[CH:5][C:4]=1[OH:12])=[O:2].[CH3:13][O:14][CH2:15][CH2:16][CH2:17]OS(C1C=CC(C)=CC=1)=O.[CH:28](N(C(C)C)CC)([CH3:30])[CH3:29].N[C@H]([C:50](O)=[O:51])CC1C=C2C(C=CC=C2)=CC=1.